From a dataset of Catalyst prediction with 721,799 reactions and 888 catalyst types from USPTO. Predict which catalyst facilitates the given reaction. Reactant: C([O:3][C:4](=[O:46])[CH:5]([N:24]([CH2:39][C:40]1[CH:45]=[CH:44][CH:43]=[CH:42][CH:41]=1)[C:25]([C:27]1[CH:32]=[CH:31][C:30]([C:33]2[CH:38]=[CH:37][CH:36]=[CH:35][CH:34]=2)=[CH:29][CH:28]=1)=[O:26])[CH2:6][CH2:7][O:8][C:9]1[CH:14]=[CH:13][C:12]([O:15][C:16]([C:19]([O:21]CC)=[O:20])([CH3:18])[CH3:17])=[CH:11][CH:10]=1)C.[OH-].[Na+].Cl. Product: [CH2:39]([N:24]([C:25]([C:27]1[CH:32]=[CH:31][C:30]([C:33]2[CH:34]=[CH:35][CH:36]=[CH:37][CH:38]=2)=[CH:29][CH:28]=1)=[O:26])[CH:5]([CH2:6][CH2:7][O:8][C:9]1[CH:14]=[CH:13][C:12]([O:15][C:16]([C:19]([OH:21])=[O:20])([CH3:18])[CH3:17])=[CH:11][CH:10]=1)[C:4]([OH:46])=[O:3])[C:40]1[CH:41]=[CH:42][CH:43]=[CH:44][CH:45]=1. The catalyst class is: 12.